From a dataset of Peptide-MHC class II binding affinity with 134,281 pairs from IEDB. Regression. Given a peptide amino acid sequence and an MHC pseudo amino acid sequence, predict their binding affinity value. This is MHC class II binding data. The peptide sequence is IPFVHLGHRDALEDD. The MHC is DRB1_0301 with pseudo-sequence DRB1_0301. The binding affinity (normalized) is 0.577.